From a dataset of Forward reaction prediction with 1.9M reactions from USPTO patents (1976-2016). Predict the product of the given reaction. (1) Given the reactants [CH2:1]([CH2:3][NH2:4])[OH:2].[CH2:5]([N:12]1[C:20]2[C:15](=[CH:16][CH:17]=[CH:18][CH:19]=2)[C:14]([C:21]2[O:22][C:23]([C:26](Cl)=[O:27])=[CH:24][CH:25]=2)=[N:13]1)[C:6]1[CH:11]=[CH:10][CH:9]=[CH:8][CH:7]=1, predict the reaction product. The product is: [CH2:5]([N:12]1[C:20]2[C:15](=[CH:16][CH:17]=[CH:18][CH:19]=2)[C:14]([C:21]2[O:22][C:23]([C:26](=[O:27])[NH:4][CH2:3][CH2:1][OH:2])=[CH:24][CH:25]=2)=[N:13]1)[C:6]1[CH:11]=[CH:10][CH:9]=[CH:8][CH:7]=1. (2) Given the reactants [C:1]1(B(O)O)[CH:6]=[CH:5][CH:4]=[CH:3][CH:2]=1.C([O-])([O-])=O.[Na+].[Na+].Br[C:17]1[NH:22][C:21](=[N:23][C:24]2[C:29]([CH:30]([CH3:32])[CH3:31])=[CH:28][CH:27]=[CH:26][C:25]=2[CH:33]([CH3:35])[CH3:34])[CH:20]=[CH:19][CH:18]=1, predict the reaction product. The product is: [C:1]1([C:17]2[NH:22][C:21](=[N:23][C:24]3[C:29]([CH:30]([CH3:31])[CH3:32])=[CH:28][CH:27]=[CH:26][C:25]=3[CH:33]([CH3:35])[CH3:34])[CH:20]=[CH:19][CH:18]=2)[CH:6]=[CH:5][CH:4]=[CH:3][CH:2]=1. (3) The product is: [CH2:17]([O:16][C:14](=[O:15])[NH:3][CH2:1][CH3:2])[C:18]1[CH:23]=[CH:22][CH:21]=[CH:20][CH:19]=1. Given the reactants [CH2:1]([NH2:3])[CH3:2].C(N(C(C)C)CC)(C)C.Cl[C:14]([O:16][CH2:17][C:18]1[CH:23]=[CH:22][CH:21]=[CH:20][CH:19]=1)=[O:15], predict the reaction product. (4) Given the reactants [Br:1][C:2]1[CH:7]=[C:6]([NH2:8])[C:5]([NH2:9])=[C:4]([CH3:10])[CH:3]=1.[H-].[Na+].Cl[C:14]([O:16][CH2:17][CH3:18])=[O:15].[NH4+].[Cl-], predict the reaction product. The product is: [CH2:17]([O:16][C:14](=[O:15])[NH:8][C:6]1[CH:7]=[C:2]([Br:1])[CH:3]=[C:4]([CH3:10])[C:5]=1[NH2:9])[CH3:18].